Dataset: Full USPTO retrosynthesis dataset with 1.9M reactions from patents (1976-2016). Task: Predict the reactants needed to synthesize the given product. (1) Given the product [NH2:20][C:17]1[CH:16]=[CH:15][C:14]([CH2:13][P:6](=[O:12])([O:5][CH2:4][CH2:3][O:2][CH3:1])[O:7][CH2:8][CH2:9][O:10][CH3:11])=[CH:19][CH:18]=1, predict the reactants needed to synthesize it. The reactants are: [CH3:1][O:2][CH2:3][CH2:4][O:5][P:6]([CH2:13][C:14]1[CH:19]=[CH:18][C:17]([N+:20]([O-])=O)=[CH:16][CH:15]=1)(=[O:12])[O:7][CH2:8][CH2:9][O:10][CH3:11].[H][H]. (2) The reactants are: FC(F)(F)[C:3]1[CH:4]=[C:5]([C:12]([OH:14])=[O:13])[CH:6]=[C:7]2[C:11]=1N[N:9]=[CH:8]2.BrC1C=C2C([CH:22]=[C:23](N)[N:24]=C2)=CC=1. Given the product [NH2:24][C:23]1[N:9]=[CH:8][C:7]2[C:11]([CH:22]=1)=[CH:3][CH:4]=[C:5]([C:12]([OH:14])=[O:13])[CH:6]=2, predict the reactants needed to synthesize it. (3) Given the product [Cl:28][C:22]1[C:23]([Cl:27])=[CH:24][CH:25]=[CH:26][C:21]=1[CH2:20][N:11]1[C:12](=[O:17])[C:13]([C:15]#[N:16])=[CH:14][N:9]([C:6]2[CH:7]=[CH:8][C:3]([O:2][CH3:1])=[CH:4][CH:5]=2)[C:10]1=[O:18], predict the reactants needed to synthesize it. The reactants are: [CH3:1][O:2][C:3]1[CH:8]=[CH:7][C:6]([N:9]2[CH:14]=[C:13]([C:15]#[N:16])[C:12](=[O:17])[NH:11][C:10]2=[O:18])=[CH:5][CH:4]=1.Br[CH2:20][C:21]1[CH:26]=[CH:25][CH:24]=[C:23]([Cl:27])[C:22]=1[Cl:28].C(=O)([O-])[O-].[K+].[K+].[I-].[K+].